This data is from Kir2.1 potassium channel HTS with 301,493 compounds. The task is: Binary Classification. Given a drug SMILES string, predict its activity (active/inactive) in a high-throughput screening assay against a specified biological target. (1) The drug is Clc1ccc(/C(=N\N=C(\N)N)C)cc1. The result is 0 (inactive). (2) The drug is Brc1cc(CNc2nn(nn2)C)c(OCc2sccc2)cc1. The result is 0 (inactive). (3) The compound is S(Cc1ccccc1)c1[nH]\c(ccn1)=C/N=O. The result is 0 (inactive). (4) The drug is Clc1ccc(OCC(=O)NCc2oc(SCC(=O)Nc3c(F)cccc3)nn2)cc1. The result is 0 (inactive).